This data is from Reaction yield outcomes from USPTO patents with 853,638 reactions. The task is: Predict the reaction yield, written as a fraction of the theoretical maximum amount of product (1.0 means a 100% yield; for example, 0.34 means a 34% yield). (1) The reactants are Cl[S:2]([N:5]1[CH2:10][CH2:9][O:8][C:7]2[N:11]=[CH:12][C:13]([C:15]([O:17][CH3:18])=[O:16])=[CH:14][C:6]1=2)(=[O:4])=[O:3].Cl.[F:20][C:21]([F:29])([F:28])[CH:22]1[CH2:27][CH2:26][NH:25][CH2:24][CH2:23]1. The catalyst is C(Cl)Cl. The product is [F:20][C:21]([F:29])([F:28])[CH:22]1[CH2:27][CH2:26][N:25]([S:2]([N:5]2[CH2:10][CH2:9][O:8][C:7]3[N:11]=[CH:12][C:13]([C:15]([O:17][CH3:18])=[O:16])=[CH:14][C:6]2=3)(=[O:4])=[O:3])[CH2:24][CH2:23]1. The yield is 0.800. (2) The reactants are [CH3:1][O:2][C:3]1[C:8]2[NH:9][CH:10]([CH2:13][OH:14])[CH2:11][O:12][C:7]=2[CH:6]=[CH:5][CH:4]=1.[C:15]1([CH3:25])[CH:20]=[CH:19][C:18]([S:21](Cl)(=[O:23])=[O:22])=[CH:17][CH:16]=1.C(N(CC)CC)C. The catalyst is ClCCl.CN(C)C1C=CN=CC=1. The product is [CH3:25][C:15]1[CH:20]=[CH:19][C:18]([S:21]([O:14][CH2:13][CH:10]2[NH:9][C:8]3[C:3]([O:2][CH3:1])=[CH:4][CH:5]=[CH:6][C:7]=3[O:12][CH2:11]2)(=[O:23])=[O:22])=[CH:17][CH:16]=1. The yield is 0.750. (3) The catalyst is C1COCC1.C(OCC)C.C1(C)C=CC=CC=1. The product is [F:1][C:2]1[CH:7]=[CH:6][CH:5]=[CH:4][C:3]=1[C@@H:8]([N:28]1[CH2:27][CH2:26][CH2:20][CH2:30][CH2:29]1)[C:9]([O:11][C@H:12]([C:14]1[CH:15]=[CH:16][CH:17]=[CH:18][CH:19]=1)[CH3:13])=[O:10]. The reactants are [F:1][C:2]1[CH:7]=[CH:6][CH:5]=[CH:4][C:3]=1[CH2:8][C:9]([O:11][C@H:12]([C:14]1[CH:19]=[CH:18][CH:17]=[CH:16][CH:15]=1)[CH3:13])=[O:10].[CH2:20]1[CH2:30][CH2:29][N:28]2C(=NC[CH2:26][CH2:27]2)CC1.C(Br)(Br)(Br)Br.N1CCCCC1. The yield is 0.110. (4) The reactants are [CH:1]1([C@@H:7]([NH:9][C:10]([C:12]2[C:21]3[C:16](=[CH:17][CH:18]=[C:19]([F:22])[CH:20]=3)[N:15]=[C:14]([C:23]3[S:24][CH:25]=[CH:26][CH:27]=3)[C:13]=2[CH2:28][N:29]2[CH2:34][CH2:33][N:32]([CH2:35][C:36](O)=[O:37])[C:31](=[O:39])[CH2:30]2)=[O:11])[CH3:8])[CH2:6][CH2:5][CH2:4][CH2:3][CH2:2]1.[NH:40]1[CH2:45][CH2:44][O:43][CH2:42][CH2:41]1.CN(C(ON1N=NC2C=CC=CC1=2)=[N+](C)C)C.F[P-](F)(F)(F)(F)F.CN1CCOCC1. The catalyst is CN(C=O)C. The product is [CH:1]1([C@@H:7]([NH:9][C:10]([C:12]2[C:21]3[C:16](=[CH:17][CH:18]=[C:19]([F:22])[CH:20]=3)[N:15]=[C:14]([C:23]3[S:24][CH:25]=[CH:26][CH:27]=3)[C:13]=2[CH2:28][N:29]2[CH2:34][CH2:33][N:32]([CH2:35][C:36]([N:40]3[CH2:45][CH2:44][O:43][CH2:42][CH2:41]3)=[O:37])[C:31](=[O:39])[CH2:30]2)=[O:11])[CH3:8])[CH2:2][CH2:3][CH2:4][CH2:5][CH2:6]1. The yield is 0.770. (5) The catalyst is O=[Mn]=O. The yield is 0.930. The product is [CH2:1]([NH:3][C:4]1[C:9]([CH:10]=[O:11])=[CH:8][N:7]=[C:6]([S:12][CH3:13])[N:5]=1)[CH3:2]. The reactants are [CH2:1]([NH:3][C:4]1[C:9]([CH2:10][OH:11])=[CH:8][N:7]=[C:6]([S:12][CH3:13])[N:5]=1)[CH3:2]. (6) The reactants are [F:1][C:2]([F:25])([F:24])[C:3]1[CH:4]=[C:5]([S:9][C@@H:10]2[CH2:15][CH2:14][C@H:13]([NH:16][C:17](=[O:23])[O:18][C:19]([CH3:22])([CH3:21])[CH3:20])[CH2:12][CH2:11]2)[CH:6]=[CH:7][CH:8]=1.C([O-])(O)=[O:27].[Na+].C1C=C(Cl)C=C(C(OO)=O)C=1.[OH2:42]. The catalyst is C(Cl)Cl.CO. The product is [F:25][C:2]([F:24])([F:1])[C:3]1[CH:4]=[C:5]([S:9]([C@@H:10]2[CH2:11][CH2:12][C@H:13]([NH:16][C:17](=[O:23])[O:18][C:19]([CH3:20])([CH3:21])[CH3:22])[CH2:14][CH2:15]2)(=[O:27])=[O:42])[CH:6]=[CH:7][CH:8]=1. The yield is 0.940. (7) The reactants are [CH3:1][NH:2][CH2:3][CH2:4][OH:5].[Br:6][C:7]1[CH:12]=[C:11](F)[C:10]([N+:14]([O-:16])=[O:15])=[CH:9][C:8]=1[CH:17]([F:19])[F:18].C(N(CC)C(C)C)(C)C.O. The catalyst is CN(C=O)C. The product is [Br:6][C:7]1[C:8]([CH:17]([F:19])[F:18])=[CH:9][C:10]([N+:14]([O-:16])=[O:15])=[C:11]([N:2]([CH3:1])[CH2:3][CH2:4][OH:5])[CH:12]=1. The yield is 0.910. (8) The reactants are Cl[C:2]1[N:3]=[CH:4][C:5]2[C:10]([CH:11]=1)=[C:9]([C:12]1[CH:13]=[N:14][N:15]([CH3:17])[CH:16]=1)[CH:8]=[CH:7][CH:6]=2.[CH3:18][O:19][C:20]1[CH:26]=[C:25]([O:27][CH:28]2[CH2:33][CH2:32][N:31]([CH3:34])[CH2:30][CH2:29]2)[CH:24]=[CH:23][C:21]=1[NH2:22]. No catalyst specified. The product is [CH3:18][O:19][C:20]1[CH:26]=[C:25]([O:27][CH:28]2[CH2:33][CH2:32][N:31]([CH3:34])[CH2:30][CH2:29]2)[CH:24]=[CH:23][C:21]=1[NH:22][C:2]1[N:3]=[CH:4][C:5]2[C:10]([CH:11]=1)=[C:9]([C:12]1[CH:13]=[N:14][N:15]([CH3:17])[CH:16]=1)[CH:8]=[CH:7][CH:6]=2. The yield is 0.0500.